Dataset: Forward reaction prediction with 1.9M reactions from USPTO patents (1976-2016). Task: Predict the product of the given reaction. The product is: [CH3:24][O:23][C:20]1[CH:21]=[CH:22][C:17]2[S:16][C:14]3[C:15]4[C:6]([N:7]=[C:8]5[C:13]=3[CH:12]=[CH:11][C:10]([O:25][CH3:26])=[CH:9]5)=[CH:5][CH:4]=[CH:3][C:2]=4[C:18]=2[CH:19]=1. Given the reactants Br[C:2]1[C:15]2[C:6](=[N:7][C:8]3[C:13]([C:14]=2[S:16][C:17]2[CH:22]=[CH:21][C:20]([O:23][CH3:24])=[CH:19][CH:18]=2)=[CH:12][CH:11]=[C:10]([O:25][CH3:26])[CH:9]=3)[CH:5]=[CH:4][CH:3]=1.CC(C)([O-])C.[Na+].C1(P(C2C=CC=CC=2)C2C=CC=CC=2C2C=CC=CC=2N(C)C)C=CC=CC=1, predict the reaction product.